Regression/Classification. Given a drug SMILES string, predict its absorption, distribution, metabolism, or excretion properties. Task type varies by dataset: regression for continuous measurements (e.g., permeability, clearance, half-life) or binary classification for categorical outcomes (e.g., BBB penetration, CYP inhibition). Dataset: cyp2c19_veith. From a dataset of CYP2C19 inhibition data for predicting drug metabolism from PubChem BioAssay. (1) The molecule is O=C1C=C[C@@H](O)[C@@H]2[C@@H]1CC[C@H]1C(=O)N(Cc3ccccc3)C(=O)[C@H]12. The result is 0 (non-inhibitor). (2) The drug is CC1(C)CC(=O)C2=C(C1)N(Cc1ccccc1)C(=O)C2(NC(=O)C(C)(C)C)C(F)(F)F. The result is 1 (inhibitor). (3) The result is 0 (non-inhibitor). The compound is CCOC(=O)c1c(NC(=O)c2c(C)noc2C)sc2c1CCCCC2. (4) The drug is Cc1nc(SCC(=O)NCCc2ccccc2)c2oc3ccccc3c2n1. The result is 1 (inhibitor). (5) The drug is CO/N=C(/CNC(=O)c1ccc(Cl)cc1Cl)c1ccc(Cl)cc1. The result is 1 (inhibitor).